Dataset: Reaction yield outcomes from USPTO patents with 853,638 reactions. Task: Predict the reaction yield, written as a fraction of the theoretical maximum amount of product (1.0 means a 100% yield; for example, 0.34 means a 34% yield). (1) The product is [C:5]([NH:8][C:9]1[CH:10]=[C:11]2[C:16](=[CH:17][CH:18]=1)[CH:15]=[C:14]([S:19]([Cl:3])(=[O:22])=[O:20])[CH:13]=[CH:12]2)(=[O:7])[CH3:6]. The reactants are S(Cl)([Cl:3])=O.[C:5]([NH:8][C:9]1[CH:10]=[C:11]2[C:16](=[CH:17][CH:18]=1)[CH:15]=[C:14]([S:19]([O-:22])(=O)=[O:20])[CH:13]=[CH:12]2)(=[O:7])[CH3:6].[NH+]1C=CC=CC=1.C(OCC)(=O)C.O. The catalyst is CN(C=O)C. The yield is 0.140. (2) The yield is 0.500. The product is [CH3:22][O:23][C:24]1[CH:25]=[C:26]([CH2:32][CH2:33][N:34]2[C:2](=[O:7])[C:3]3[C:4](=[CH:18][CH:19]=[CH:20][CH:21]=3)[N:5]=[C:6]2[C:8]2[CH:13]=[CH:12][CH:11]=[CH:10][C:9]=2[OH:14])[CH:27]=[CH:28][C:29]=1[O:30][CH3:31]. The reactants are O=[C:2]1[O:7][C:6]([C:8]2[CH:13]=[CH:12][CH:11]=[CH:10][C:9]=2[O:14]C(=O)C)=[N:5][C:4]2[CH:18]=[CH:19][CH:20]=[CH:21][C:3]1=2.[CH3:22][O:23][C:24]1[CH:25]=[C:26]([CH2:32][CH2:33][NH2:34])[CH:27]=[CH:28][C:29]=1[O:30][CH3:31]. No catalyst specified. (3) The reactants are [CH3:1][NH:2][CH2:3][C:4]1[CH:5]=[C:6]([C:10]2[CH:15]=[CH:14][C:13]([CH:16]=[C:17]3[S:21][C:20](=[O:22])[NH:19][C:18]3=[O:23])=[CH:12][CH:11]=2)[CH:7]=[CH:8][CH:9]=1.[CH3:24][C:25]([CH3:30])([CH3:29])[C:26](Cl)=[O:27]. No catalyst specified. The product is [O:22]=[C:20]1[NH:19][C:18](=[O:23])[C:17](=[CH:16][C:13]2[CH:12]=[CH:11][C:10]([C:6]3[CH:7]=[CH:8][CH:9]=[C:4]([CH2:3][N:2]([CH3:1])[C:26](=[O:27])[C:25]([CH3:30])([CH3:29])[CH3:24])[CH:5]=3)=[CH:15][CH:14]=2)[S:21]1. The yield is 0.650. (4) The product is [CH3:10][N:9]1[C:5]([CH2:3][NH:2][CH3:1])=[CH:6][C:7]2[CH:13]=[CH:12][S:11][C:8]1=2. The yield is 1.00. The catalyst is C1COCC1. The reactants are [CH3:1][NH:2][C:3]([C:5]1[N:9]([CH3:10])[C:8]2[S:11][CH:12]=[CH:13][C:7]=2[CH:6]=1)=O.[H-].[H-].[H-].[H-].[Li+].[Al+3]. (5) The reactants are [Cl:1][C:2]1[C:11]2[C:6](=[CH:7][CH:8]=[CH:9][CH:10]=2)[C:5]([CH3:12])=[N:4][N:3]=1.[Br:13]N1C(=O)CCC1=O.N(C(C)(C)C#N)=NC(C)(C)C#N. The catalyst is C(Cl)(Cl)(Cl)Cl. The product is [Br:13][CH2:12][C:5]1[C:6]2[C:11](=[CH:10][CH:9]=[CH:8][CH:7]=2)[C:2]([Cl:1])=[N:3][N:4]=1. The yield is 0.510.